Dataset: Peptide-MHC class I binding affinity with 185,985 pairs from IEDB/IMGT. Task: Regression. Given a peptide amino acid sequence and an MHC pseudo amino acid sequence, predict their binding affinity value. This is MHC class I binding data. (1) The peptide sequence is QVQMLINTY. The MHC is HLA-A02:01 with pseudo-sequence HLA-A02:01. The binding affinity (normalized) is 0.0847. (2) The MHC is Mamu-A2201 with pseudo-sequence Mamu-A2201. The peptide sequence is FPGLAKVLG. The binding affinity (normalized) is 0. (3) The peptide sequence is FTLLFQLCT. The binding affinity (normalized) is 0.353. The MHC is HLA-A02:02 with pseudo-sequence HLA-A02:02. (4) The peptide sequence is LTAIANQAAI. The MHC is HLA-A68:02 with pseudo-sequence HLA-A68:02. The binding affinity (normalized) is 0.710.